This data is from Catalyst prediction with 721,799 reactions and 888 catalyst types from USPTO. The task is: Predict which catalyst facilitates the given reaction. (1) Reactant: [CH3:1][O:2][C:3]1[C:8](/[CH:9]=[CH:10]/[C:11]2[CH:16]=[CH:15][C:14]([N+:17]([O-])=O)=[CH:13][CH:12]=2)=[CH:7][C:6]([C:20]2[C:21](=[O:26])[NH:22][CH:23]=[CH:24][CH:25]=2)=[CH:5][C:4]=1[C:27]1([CH3:30])[CH2:29][CH2:28]1. Product: [NH2:17][C:14]1[CH:15]=[CH:16][C:11]([CH2:10][CH2:9][C:8]2[CH:7]=[C:6]([C:20]3[C:21](=[O:26])[NH:22][CH:23]=[CH:24][CH:25]=3)[CH:5]=[C:4]([C:27]3([CH3:30])[CH2:29][CH2:28]3)[C:3]=2[O:2][CH3:1])=[CH:12][CH:13]=1. The catalyst class is: 515. (2) The catalyst class is: 75. Product: [F:17][C:8]1[CH:9]=[C:10]([C:13]([F:16])([F:15])[F:14])[CH:11]=[CH:12][C:7]=1[C:6]1[O:5][CH:4]=[N:3][C:2]=1[CH3:18]. Reactant: Br[C:2]1[N:3]=[CH:4][O:5][C:6]=1[C:7]1[CH:12]=[CH:11][C:10]([C:13]([F:16])([F:15])[F:14])=[CH:9][C:8]=1[F:17].[CH2:18](Cl)Cl.C[Zn]C. (3) Reactant: [CH:1]([C:3]1[CH:4]=[C:5]([CH2:9][C:10]([O:12][CH3:13])=[O:11])[CH:6]=[CH:7][CH:8]=1)=[O:2].[BH4-].[Na+].[NH4+].[Cl-]. Product: [OH:2][CH2:1][C:3]1[CH:4]=[C:5]([CH2:9][C:10]([O:12][CH3:13])=[O:11])[CH:6]=[CH:7][CH:8]=1. The catalyst class is: 5. (4) Reactant: Br[CH2:2][CH:3](OCC)OCC.[CH2:10]([N:12]1[C:20]2[C:15](=[CH:16][C:17]([C:21]3[NH:22][C:23]4[N:24]([N:28]=[C:29]([CH3:34])[C:30]=4[C:31]([NH2:33])=[O:32])[C:25](=[O:27])[CH:26]=3)=[CH:18][CH:19]=2)[CH:14]=[N:13]1)[CH3:11].CC1C=CC(S(O)(=O)=O)=CC=1. Product: [CH2:10]([N:12]1[C:20]2[C:15](=[CH:16][C:17]([C:21]3[NH:22][C:23]4[N:24]([N:28]=[C:29]([CH3:34])[C:30]=4[C:31]4[O:32][CH:2]=[CH:3][N:33]=4)[C:25](=[O:27])[CH:26]=3)=[CH:18][CH:19]=2)[CH:14]=[N:13]1)[CH3:11]. The catalyst class is: 37. (5) Reactant: [CH3:1][C:2]1[CH:7]=[CH:6][C:5]([CH3:8])=[CH:4][C:3]=1[CH2:9][C:10]#[N:11].CC(C)([O-])C.[K+].[F:18][C:19]([F:26])([F:25])[C:20](OCC)=[O:21].O. Product: [F:18][C:19]([F:26])([F:25])[C:20](=[O:21])[CH:9]([C:3]1[CH:4]=[C:5]([CH3:8])[CH:6]=[CH:7][C:2]=1[CH3:1])[C:10]#[N:11]. The catalyst class is: 8.